This data is from Reaction yield outcomes from USPTO patents with 853,638 reactions. The task is: Predict the reaction yield, written as a fraction of the theoretical maximum amount of product (1.0 means a 100% yield; for example, 0.34 means a 34% yield). (1) The reactants are [C:1]([C:3]1[N:4]=[CH:5][C:6]([NH:9][C:10]2[CH:15]=[C:14]([NH:16][CH2:17][CH:18]3[CH2:23][CH2:22][CH2:21][N:20](C(OC(C)(C)C)=O)[CH2:19]3)[C:13]([N:31]3[CH:35]=[CH:34][C:33]([CH2:36][N:37]4[CH2:42][CH2:41][O:40][CH2:39][CH2:38]4)=[CH:32]3)=[CH:12][N:11]=2)=[N:7][CH:8]=1)#[N:2]. The catalyst is CO. The product is [O:40]1[CH2:41][CH2:42][N:37]([CH2:36][C:33]2[CH:34]=[CH:35][N:31]([C:13]3[C:14]([NH:16][CH2:17][CH:18]4[CH2:23][CH2:22][CH2:21][NH:20][CH2:19]4)=[CH:15][C:10]([NH:9][C:6]4[N:7]=[CH:8][C:3]([C:1]#[N:2])=[N:4][CH:5]=4)=[N:11][CH:12]=3)[CH:32]=2)[CH2:38][CH2:39]1. The yield is 0.0700. (2) The reactants are [Br:1]N1C(=O)CCC1=O.[CH3:9][O:10][C:11]1[N:12]=[C:13]2[C:18](=[CH:19][CH:20]=1)[N:17]=[CH:16][CH:15]=[C:14]2[OH:21]. The catalyst is C(O)(=O)C. The product is [Br:1][C:15]1[CH:16]=[N:17][C:18]2[C:13]([C:14]=1[OH:21])=[N:12][C:11]([O:10][CH3:9])=[CH:20][CH:19]=2. The yield is 0.970.